This data is from Forward reaction prediction with 1.9M reactions from USPTO patents (1976-2016). The task is: Predict the product of the given reaction. (1) Given the reactants [Cl:1][C:2]1[CH:7]=[CH:6][C:5]([C:8]2[N:12]([CH:13]([CH:29]3[CH2:34][CH2:33][CH2:32][CH2:31][CH2:30]3)[C:14](C)([O:16]C3C=CC(C4NN=NN=4)=CC=3)C)[C:11]3[CH:35]=[C:36]([F:40])[C:37]([F:39])=[CH:38][C:10]=3[N:9]=2)=[CH:4][CH:3]=1.[OH2:41].[OH-].[Li+], predict the reaction product. The product is: [Cl:1][C:2]1[CH:7]=[CH:6][C:5]([C:8]2[N:12]([CH:13]([CH:29]3[CH2:30][CH2:31][CH2:32][CH2:33][CH2:34]3)[C:14]([OH:41])=[O:16])[C:11]3[CH:35]=[C:36]([F:40])[C:37]([F:39])=[CH:38][C:10]=3[N:9]=2)=[CH:4][CH:3]=1. (2) The product is: [CH2:21]([C:8]1[CH:7]=[C:4]([CH:3]=[C:2]([Br:1])[C:9]=1[OH:10])[CH:5]=[O:6])[CH:16]=[CH2:17]. Given the reactants [Br:1][C:2]1[CH:3]=[C:4]([CH:7]=[CH:8][C:9]=1[O:10]CC=C)[CH:5]=[O:6].[OH-].[Na+].[C:16]1(C)[CH:21]=C(C)C=C(C)[CH:17]=1, predict the reaction product. (3) Given the reactants [C:1]12([CH2:11][CH2:12][NH:13][C:14]3[CH:19]=[CH:18][C:17]([NH:20][C:21](=[O:26])/[CH:22]=[C:23](\[NH2:25])/[CH3:24])=[CH:16][C:15]=3[F:27])[CH2:10][CH:5]3[CH2:6][CH:7]([CH2:9][CH:3]([CH2:4]3)[CH2:2]1)[CH2:8]2.[C:28](OCC)(OCC)(OCC)[CH3:29], predict the reaction product. The product is: [C:1]12([CH2:11][CH2:12][NH:13][C:14]3[CH:19]=[CH:18][C:17]([N:20]4[C:21](=[O:26])[CH:22]=[C:23]([CH3:24])[N:25]=[C:28]4[CH3:29])=[CH:16][C:15]=3[F:27])[CH2:8][CH:7]3[CH2:9][CH:3]([CH2:4][CH:5]([CH2:6]3)[CH2:10]1)[CH2:2]2. (4) Given the reactants [CH:1]1([CH2:4][O:5][C:6]2[CH:14]=[CH:13][C:12]([S:15]([CH3:18])(=[O:17])=[O:16])=[CH:11][C:7]=2[C:8]([OH:10])=O)[CH2:3][CH2:2]1.Cl.[CH3:20][S:21]([C:24]1[S:28][C:27]([N:29]2[CH2:34][CH2:33][NH:32][CH2:31][CH2:30]2)=[N:26][CH:25]=1)(=[O:23])=[O:22], predict the reaction product. The product is: [CH:1]1([CH2:4][O:5][C:6]2[CH:14]=[CH:13][C:12]([S:15]([CH3:18])(=[O:17])=[O:16])=[CH:11][C:7]=2[C:8]([N:32]2[CH2:33][CH2:34][N:29]([C:27]3[S:28][C:24]([S:21]([CH3:20])(=[O:23])=[O:22])=[CH:25][N:26]=3)[CH2:30][CH2:31]2)=[O:10])[CH2:2][CH2:3]1. (5) Given the reactants C([NH:8][CH2:9][C:10]([O:13][CH:14]([CH3:16])[CH3:15])([CH3:12])[CH3:11])C1C=CC=CC=1, predict the reaction product. The product is: [CH:14]([O:13][C:10]([CH3:12])([CH3:11])[CH2:9][NH2:8])([CH3:16])[CH3:15]. (6) Given the reactants [Br:1][C:2]1[CH:3]=[CH:4][C:5]([CH:12]=[O:13])=[C:6]([CH:11]=1)[C:7]([O:9]C)=[O:8].[OH-].[Li+].O1CCCC1.Cl, predict the reaction product. The product is: [Br:1][C:2]1[CH:3]=[CH:4][C:5]([CH:12]=[O:13])=[C:6]([CH:11]=1)[C:7]([OH:9])=[O:8]. (7) Given the reactants C(NC1C=CC(C2C=C3C(CN([C@@H](C(C)C)C(OC)=O)C3=O)=CC=2)=CC=1)(=O)C1C=CC=CC=1.[NH2:34][C:35]1[CH:40]=[CH:39][C:38]([C:41]2[CH:49]=[C:48]3[C:44]([CH2:45][N:46]([C@@H:51]([CH:56]([CH3:58])[CH3:57])[C:52]([O:54][CH3:55])=[O:53])[C:47]3=[O:50])=[CH:43][CH:42]=2)=[CH:37][CH:36]=1.[Cl:59][C:60]1[CH:68]=[C:67]([Cl:69])[CH:66]=[CH:65][C:61]=1[C:62](Cl)=[O:63], predict the reaction product. The product is: [Cl:59][C:60]1[CH:68]=[C:67]([Cl:69])[CH:66]=[CH:65][C:61]=1[C:62]([NH:34][C:35]1[CH:36]=[CH:37][C:38]([C:41]2[CH:49]=[C:48]3[C:44]([CH2:45][N:46]([C@@H:51]([CH:56]([CH3:58])[CH3:57])[C:52]([O:54][CH3:55])=[O:53])[C:47]3=[O:50])=[CH:43][CH:42]=2)=[CH:39][CH:40]=1)=[O:63].